Predict the reactants needed to synthesize the given product. From a dataset of Full USPTO retrosynthesis dataset with 1.9M reactions from patents (1976-2016). (1) Given the product [ClH:1].[CH:26]1([N:21]2[C@@H:20]([CH3:25])[CH2:19][N:18]([C:16]([CH:13]3[CH2:14][CH2:15][N:10]([C:7]4[CH:6]=[CH:5][C:4]([C:2]#[N:3])=[CH:9][CH:8]=4)[CH2:11][CH2:12]3)=[O:17])[CH2:23][C@H:22]2[CH3:24])[CH2:29][CH2:28][CH2:27]1, predict the reactants needed to synthesize it. The reactants are: [ClH:1].[C:2]([C:4]1[CH:9]=[CH:8][C:7]([N:10]2[CH2:15][CH2:14][CH:13]([C:16]([N:18]3[CH2:23][C@H:22]([CH3:24])[NH:21][C@H:20]([CH3:25])[CH2:19]3)=[O:17])[CH2:12][CH2:11]2)=[CH:6][CH:5]=1)#[N:3].[C:26]1(=O)[CH2:29][CH2:28][CH2:27]1.C(O[BH-](OC(=O)C)OC(=O)C)(=O)C.[Na+].Cl. (2) Given the product [CH2:17]([O:16][C:14](=[O:15])[NH:8][C:6]1[CH:7]=[C:2]([Br:1])[CH:3]=[C:4]([CH3:10])[C:5]=1[NH2:9])[CH3:18], predict the reactants needed to synthesize it. The reactants are: [Br:1][C:2]1[CH:7]=[C:6]([NH2:8])[C:5]([NH2:9])=[C:4]([CH3:10])[CH:3]=1.[H-].[Na+].Cl[C:14]([O:16][CH2:17][CH3:18])=[O:15].[NH4+].[Cl-]. (3) The reactants are: [C:1]([OH:9])(=[O:8])[CH:2]([CH2:4][C:5]([OH:7])=[O:6])[OH:3].[C:10]([O:18][CH2:19][C:20](=[O:26])[N:21]([CH2:24][CH3:25])[CH2:22][CH3:23])(=[O:17])/[CH:11]=[CH:12]/[C:13]([O:15][CH3:16])=[O:14]. Given the product [C:10]([O:18][CH2:19][C:20](=[O:26])[N:21]([CH2:22][CH3:23])[CH2:24][CH3:25])(=[O:17])/[CH:11]=[CH:12]/[C:13]([O:15][CH3:16])=[O:14].[C:1]([OH:9])(=[O:8])[CH:2]([CH2:4][C:5]([OH:7])=[O:6])[OH:3], predict the reactants needed to synthesize it.